From a dataset of Peptide-MHC class II binding affinity with 134,281 pairs from IEDB. Regression. Given a peptide amino acid sequence and an MHC pseudo amino acid sequence, predict their binding affinity value. This is MHC class II binding data. (1) The peptide sequence is EKKYFAGTQFEPLAA. The MHC is HLA-DPA10201-DPB11401 with pseudo-sequence HLA-DPA10201-DPB11401. The binding affinity (normalized) is 0.811. (2) The peptide sequence is LTKKGNVWEVKSSKP. The MHC is DRB1_1602 with pseudo-sequence DRB1_1602. The binding affinity (normalized) is 0.262.